This data is from Experimentally validated miRNA-target interactions with 360,000+ pairs, plus equal number of negative samples. The task is: Binary Classification. Given a miRNA mature sequence and a target amino acid sequence, predict their likelihood of interaction. (1) The miRNA is mmu-miR-344g-3p with sequence CAGGCUCUAGCCAGGGGCUUGA. The protein sequence of the target gene is MTLRLLEDWCRGMDMNPRKALLVAGIPPTCGVADIEEALQAGLAPLGEHRLLGRMFRRDENKNVALIGLTVETGSALVPKEIPAKGGVWRVIFKPPDTDSDFLCRLNEFLKGEGMTMGELTRVLGNRNDPLGLDPGIMIPEIRAPMLAQALNEALKPTLQYLRYKKLSVFSGRDPPGPGEEEFESWMFHTSQVMKTWQVSDVEKRRRLIESLRGPAFEIIRVLKINNPFITVAECLKTLETIFGIIDNPRALQVKYLTTYQKTDEKLSAYVLRLEPLLQKLVQKGAIEKEVVNQARLDQV.... Result: 0 (no interaction). (2) The miRNA is hsa-miR-24-3p with sequence UGGCUCAGUUCAGCAGGAACAG. The protein sequence of the target gene is MANNYKKIVLLKGLEVINDYHFRIVKSLLSNDLKLNPKMKEEYDKIQIADLMEEKFPGDAGLGKLIEFFKEIPTLGDLAETLKREKLKVANKIESIPVKGIIPSKKTKQKEVYPATPACTPSNRLTAKGAEETLGPQKRKKPSEEETGTKRSKMSKEQTRPSCSAGASTSTAMGRSPPPQTSSSAPPNTSSTESLKPLANRHATASKNIFREDPIIAMVLNATKVFKYESSENEQRRMFHATVATQTQFFHVKVLNINLKRKFIKKRIIIISNYSKRNSLLEVNEASSVSEAGPDQTFEV.... Result: 0 (no interaction).